From a dataset of Catalyst prediction with 721,799 reactions and 888 catalyst types from USPTO. Predict which catalyst facilitates the given reaction. (1) Reactant: [F:1][C:2]([F:8])([CH:5]([F:7])[F:6])[CH2:3][OH:4].[F:9][C:10]([F:25])([S:21](F)(=[O:23])=[O:22])[C:11]([F:20])([F:19])[C:12]([F:18])([F:17])[C:13]([F:16])([F:15])[F:14].[OH-].[K+]. Product: [F:1][C:2]([F:8])([CH:5]([F:7])[F:6])[CH2:3][O:4][S:21]([C:10]([F:9])([F:25])[C:11]([F:19])([F:20])[C:12]([F:17])([F:18])[C:13]([F:16])([F:15])[F:14])(=[O:23])=[O:22]. The catalyst class is: 6. (2) Reactant: [NH2:1][C:2]1[CH:10]=[C:9]([F:11])[CH:8]=[CH:7][C:3]=1[C:4]([OH:6])=[O:5].[Br:12]Br. Product: [NH2:1][C:2]1[CH:10]=[C:9]([F:11])[C:8]([Br:12])=[CH:7][C:3]=1[C:4]([OH:6])=[O:5]. The catalyst class is: 5. (3) Reactant: C1(C)C=CC=CC=1.[CH2:8]([C@@H:15]1[CH2:19][O:18][C:17](=[O:20])[N:16]1[C:21](=[O:30])[CH2:22][C:23]1[CH:28]=[CH:27][C:26]([Br:29])=[CH:25][CH:24]=1)[C:9]1[CH:14]=[CH:13][CH:12]=[CH:11][CH:10]=1.CCN(C(C)C)C(C)C.CO[CH:42]1[N:46]([C:47]([O:49][C:50]([CH3:53])([CH3:52])[CH3:51])=[O:48])[C:45]([CH3:55])([CH3:54])[CH2:44][CH2:43]1. Product: [CH2:8]([C@@H:15]1[CH2:19][O:18][C:17](=[O:20])[N:16]1[C:21](=[O:30])[C@@H:22]([C@H:42]1[N:46]([C:47]([O:49][C:50]([CH3:53])([CH3:52])[CH3:51])=[O:48])[C:45]([CH3:55])([CH3:54])[CH2:44][CH2:43]1)[C:23]1[CH:24]=[CH:25][C:26]([Br:29])=[CH:27][CH:28]=1)[C:9]1[CH:14]=[CH:13][CH:12]=[CH:11][CH:10]=1. The catalyst class is: 388.